From a dataset of Catalyst prediction with 721,799 reactions and 888 catalyst types from USPTO. Predict which catalyst facilitates the given reaction. Reactant: [Br:1][C:2]1[CH:3]=[C:4]([CH:17]=[CH:18][CH:19]=1)[CH2:5][O:6][C:7]1[CH:12]=[CH:11][C:10]([C@@H:13]2[CH2:15][C@H:14]2[NH2:16])=[CH:9][CH:8]=1.[CH:20]1([CH2:26][CH:27]=O)[CH2:25][CH2:24][CH2:23][CH2:22][CH2:21]1.[BH4-].[Na+]. Product: [Br:1][C:2]1[CH:3]=[C:4]([CH:17]=[CH:18][CH:19]=1)[CH2:5][O:6][C:7]1[CH:8]=[CH:9][C:10]([C@@H:13]2[CH2:15][C@H:14]2[NH:16][CH2:27][CH2:26][CH:20]2[CH2:25][CH2:24][CH2:23][CH2:22][CH2:21]2)=[CH:11][CH:12]=1. The catalyst class is: 26.